The task is: Predict the product of the given reaction.. This data is from Forward reaction prediction with 1.9M reactions from USPTO patents (1976-2016). (1) The product is: [CH3:23][S:20]([O:9][C@H:6]1[CH2:7][CH2:8][C@@H:3]([Si:2]([CH3:11])([CH3:10])[CH3:1])[CH2:4][CH2:5]1)(=[O:21])=[O:19]. Given the reactants [CH3:1][Si:2]([CH3:11])([CH3:10])[C@@H:3]1[CH2:8][CH2:7][C@H:6]([OH:9])[CH2:5][CH2:4]1.CCN(CC)CC.[O:19](S(C)(=O)=O)[S:20]([CH3:23])(=O)=[O:21], predict the reaction product. (2) The product is: [Br:1][C:2]1[CH:15]=[C:14]2[C:5]([O:6][CH:7]3[C:12]([CH3:18])([C:13]2=[CH2:17])[CH2:11][C:10]2([O:22][CH2:21][CH2:20][O:19]2)[CH2:9][CH2:8]3)=[CH:4][CH:3]=1. Given the reactants [Br:1][C:2]1[CH:15]=[C:14]2[C:5]([O:6][CH:7]3[C:12]([CH3:18])([C:13]2([CH3:17])O)[CH2:11][C:10]2([O:22][CH2:21][CH2:20][O:19]2)[CH2:9][CH2:8]3)=[CH:4][CH:3]=1.CC[N+](S(N=C(OC)[O-])(=O)=O)(CC)CC.O, predict the reaction product.